Task: Predict the product of the given reaction.. Dataset: Forward reaction prediction with 1.9M reactions from USPTO patents (1976-2016) (1) Given the reactants [CH:1]12[CH2:7][CH:4]([NH:5][CH2:6]1)[CH2:3][N:2]2[C:8]1[N:13]2[CH:14]=[CH:15][N:16]=[C:12]2[CH:11]=[C:10]([C:17]2[CH:22]=[CH:21][N:20]=[C:19]([NH:23][CH:24]([CH3:28])[CH:25]([CH3:27])[CH3:26])[CH:18]=2)[N:9]=1.[CH3:29][C:30]([CH3:32])=O.CO, predict the reaction product. The product is: [CH3:28][CH:24]([NH:23][C:19]1[CH:18]=[C:17]([C:10]2[N:9]=[C:8]([N:2]3[CH2:3][C@@H:4]4[CH2:7][C@H:1]3[CH2:6][N:5]4[CH:30]([CH3:32])[CH3:29])[N:13]3[CH:14]=[CH:15][N:16]=[C:12]3[CH:11]=2)[CH:22]=[CH:21][N:20]=1)[CH:25]([CH3:27])[CH3:26]. (2) Given the reactants Br[C:2]1[CH:3]=[C:4]([C:23]([NH2:25])=[O:24])[C:5]2[NH:6][C:7]3[CH:8]=[C:9]([C:15]([N:17]4[CH2:22][CH2:21][O:20][CH2:19][CH2:18]4)=[O:16])[CH:10]=[CH:11][C:12]=3[C:13]=2[N:14]=1.CC1(C)C(C)(C)OB([C:34]2[CH:39]=[CH:38][C:37]([N:40]3[CH2:45][CH2:44][O:43][CH2:42][CH2:41]3)=[CH:36][CH:35]=2)O1.C([O-])([O-])=O.[Na+].[Na+], predict the reaction product. The product is: [N:17]1([C:15]([C:9]2[CH:10]=[CH:11][C:12]3[C:13]4[N:14]=[C:2]([C:34]5[CH:35]=[CH:36][C:37]([N:40]6[CH2:41][CH2:42][O:43][CH2:44][CH2:45]6)=[CH:38][CH:39]=5)[CH:3]=[C:4]([C:23]([NH2:25])=[O:24])[C:5]=4[NH:6][C:7]=3[CH:8]=2)=[O:16])[CH2:22][CH2:21][O:20][CH2:19][CH2:18]1.